Dataset: hERG potassium channel inhibition data for cardiac toxicity prediction from Karim et al.. Task: Regression/Classification. Given a drug SMILES string, predict its toxicity properties. Task type varies by dataset: regression for continuous values (e.g., LD50, hERG inhibition percentage) or binary classification for toxic/non-toxic outcomes (e.g., AMES mutagenicity, cardiotoxicity, hepatotoxicity). Dataset: herg_karim. (1) The molecule is O=C([C@H]1CNCC[C@@]12OCc1cc(F)c(F)cc12)N(Cc1ccnc2ccccc12)C1CC1. The result is 0 (non-blocker). (2) The molecule is O=C(CNC(=O)c1cccc(C(F)(F)F)c1)N[C@@H]1CCN(CCC2CCN(C(=O)c3ccccc3F)CC2)C1. The result is 0 (non-blocker). (3) The drug is O=C(c1ccc(F)cc1)N1CCN(c2ccc(OC3CCN(C4CCCC4)CC3)cc2)C(=O)C1. The result is 0 (non-blocker).